Dataset: Reaction yield outcomes from USPTO patents with 853,638 reactions. Task: Predict the reaction yield, written as a fraction of the theoretical maximum amount of product (1.0 means a 100% yield; for example, 0.34 means a 34% yield). (1) The reactants are [ClH:1].[O:2]=[C:3]1[NH:12][C:11]2[N:10]=[CH:9][C:8](/[CH:13]=[CH:14]/[C:15]([OH:17])=O)=[CH:7][C:6]=2[CH2:5][CH2:4]1.Cl.[CH3:19][N:20]1CC2C=C(/C=C/C(O)=O)C=NC=2NC(=O)C1.[CH3:37][O:38][C:39]1[C:40]([O:48][CH2:49][CH2:50][CH3:51])=[C:41]([CH:45]=[CH:46][CH:47]=1)[CH2:42]CN.CNCC1C=CC2C(=CC=CC=2)C=1CCC. No catalyst specified. The product is [ClH:1].[CH3:37][O:38][C:39]1[C:40]([O:48][CH2:49][CH2:50][CH3:51])=[C:41]([CH:45]=[CH:46][CH:47]=1)[CH2:42][N:20]([CH3:19])[C:15](=[O:17])/[CH:14]=[CH:13]/[C:8]1[CH:9]=[N:10][C:11]2[NH:12][C:3](=[O:2])[CH2:4][CH2:5][C:6]=2[CH:7]=1. The yield is 0.220. (2) The product is [ClH:52].[Br:31][C:32]1[CH:37]=[CH:36][C:35]([NH:38][C:39]2[C:48]3[C:43](=[CH:44][C:45]([O:13][C@@H:12]4[CH2:11][O:10][C@H:9]5[C@H:3]([O:2][CH3:1])[C@@H:4]([O:7][C@@H:8]45)[O:5][CH3:6])=[C:46]([O:49][CH3:50])[CH:47]=3)[N:42]=[CH:41][N:40]=2)=[CH:34][C:33]=1[Cl:52]. The reactants are [CH3:1][O:2][C@H:3]1[C@@H:9]2[O:10][CH2:11][C@H:12]([O:13]S(C)(=O)=O)[C@@H:8]2[O:7][C@H:4]1[O:5][CH3:6].C(=O)([O-])[O-].[K+].[K+].FC(F)(F)C(O)=O.[Br:31][C:32]1[CH:37]=[CH:36][C:35]([NH:38][C:39]2[C:48]3[C:43](=[CH:44][C:45](O)=[C:46]([O:49][CH3:50])[CH:47]=3)[N:42]=[CH:41][N:40]=2)=[CH:34][C:33]=1[Cl:52].Cl. The catalyst is CN(C=O)C.C(OCC)(=O)C.CO.O1CCOCC1. The yield is 0.120. (3) The reactants are C(OC([N:8]1[CH2:13][CH2:12][O:11][C@@H:10]([C:14]2[CH:19]=[CH:18][C:17]([NH:20][C:21]([C:23]3[CH:28]=[C:27]([C:29]#[N:30])[CH:26]=[CH:25][N:24]=3)=[O:22])=[C:16]([F:31])[CH:15]=2)[CH2:9]1)=O)(C)(C)C.[ClH:32].O1CCOCC1. The catalyst is C1COCC1. The product is [ClH:32].[C:29]([C:27]1[CH:26]=[CH:25][N:24]=[C:23]([C:21]([NH:20][C:17]2[CH:18]=[CH:19][C:14]([C@@H:10]3[O:11][CH2:12][CH2:13][NH:8][CH2:9]3)=[CH:15][C:16]=2[F:31])=[O:22])[CH:28]=1)#[N:30]. The yield is 0.850. (4) The reactants are [P:1]([O:19][C:20]1([CH2:26][O:27][C:28]2[CH:33]=[CH:32][C:31]([N:34]3[CH:39]=[CH:38][N:37]=[C:36]([S:40][C:41]4[CH:46]=[CH:45][C:44]([O:47][C:48]([F:51])([F:50])[F:49])=[CH:43][CH:42]=4)[C:35]3=[O:52])=[CH:30][C:29]=2[O:53][CH3:54])[CH2:23][C:22]([F:25])([F:24])[CH2:21]1)([O:11]CC1C=CC=CC=1)([O:3]CC1C=CC=CC=1)=[O:2].C(=O)(O)[O-].[Na+:59]. The catalyst is C(O)(C(F)(F)F)=O.C(#N)C.O. The product is [P:1]([O-:11])([O-:3])([O:19][C:20]1([CH2:26][O:27][C:28]2[CH:33]=[CH:32][C:31]([N:34]3[CH:39]=[CH:38][N:37]=[C:36]([S:40][C:41]4[CH:42]=[CH:43][C:44]([O:47][C:48]([F:51])([F:50])[F:49])=[CH:45][CH:46]=4)[C:35]3=[O:52])=[CH:30][C:29]=2[O:53][CH3:54])[CH2:23][C:22]([F:25])([F:24])[CH2:21]1)=[O:2].[Na+:59].[Na+:59]. The yield is 0.780. (5) The reactants are [NH2:1][CH:2]([CH2:11][C:12]1[CH:17]=[CH:16][C:15]([C:18]([F:21])([F:20])[F:19])=[CH:14][CH:13]=1)[CH:3]([C:5]1[CH:10]=[CH:9][N:8]=[CH:7][CH:6]=1)[OH:4].[F:22][C:23]1[C:32]2[C:27](=[CH:28][CH:29]=[CH:30][CH:31]=2)[C:26]([C:33](O)=[O:34])=[CH:25][CH:24]=1.Cl.C(N=C=NCCCN(C)C)C.ON1C2C=CC=CC=2N=N1. The catalyst is C(#N)C.O. The product is [F:22][C:23]1[C:32]2[C:27](=[CH:28][CH:29]=[CH:30][CH:31]=2)[C:26]([C:33]([NH:1][C@@H:2]([CH2:11][C:12]2[CH:17]=[CH:16][C:15]([C:18]([F:21])([F:19])[F:20])=[CH:14][CH:13]=2)[C@H:3]([OH:4])[C:5]2[CH:10]=[CH:9][N:8]=[CH:7][CH:6]=2)=[O:34])=[CH:25][CH:24]=1. The yield is 0.500. (6) The reactants are Cl[C:2]1[C:7]2[CH2:8][CH2:9][CH2:10][C:6]=2[C:5]([Cl:11])=[N:4][N:3]=1.[CH2:12]([O:14][C:15]([C:17]1N=[CH:19][C:20]([N:23]2[CH2:28][CH2:27][NH:26][C@@H:25]([CH3:29])[CH2:24]2)=[N:21][CH:22]=1)=[O:16])C.[CH2:30](N(CC)CC)C.O. The catalyst is CN1C(=O)CCC1.CCOC(C)=O. The product is [CH3:12][O:14][C:15](=[O:16])[C:17]1[CH:30]=[CH:19][C:20]([N:23]2[CH2:28][CH2:27][N:26]([C:2]3[C:7]4[CH2:8][CH2:9][CH2:10][C:6]=4[C:5]([Cl:11])=[N:4][N:3]=3)[C@@H:25]([CH3:29])[CH2:24]2)=[N:21][CH:22]=1. The yield is 0.160.